This data is from Forward reaction prediction with 1.9M reactions from USPTO patents (1976-2016). The task is: Predict the product of the given reaction. (1) Given the reactants N1C=CC=CC=1.[NH2:7][C@@H:8]([C:13]([OH:15])=[O:14])[CH2:9][CH:10]([CH3:12])[CH3:11].C[Si](Cl)(C)C.[C:21](Cl)(=[O:33])[CH2:22][CH2:23][CH2:24][CH2:25][CH2:26][CH2:27][CH2:28][CH2:29][CH2:30][CH2:31][CH3:32], predict the reaction product. The product is: [C:21]([NH:7][C@@H:8]([C:13]([OH:15])=[O:14])[CH2:9][CH:10]([CH3:12])[CH3:11])(=[O:33])[CH2:22][CH2:23][CH2:24][CH2:25][CH2:26][CH2:27][CH2:28][CH2:29][CH2:30][CH2:31][CH3:32]. (2) Given the reactants F[C:2]1[N:7]=[C:6]([NH2:8])[CH:5]=[CH:4][CH:3]=1.[CH3:9][O:10][CH2:11][CH:12]1[CH2:16][CH2:15][CH2:14][NH:13]1, predict the reaction product. The product is: [CH3:9][O:10][CH2:11][CH:12]1[CH2:16][CH2:15][CH2:14][N:13]1[C:2]1[N:7]=[C:6]([NH2:8])[CH:5]=[CH:4][CH:3]=1. (3) Given the reactants [OH-].[Na+].C([N:6]([C:25]1[CH:30]=[CH:29][CH:28]=[CH:27][CH:26]=1)[C:7]([C:9]1[C:10](=[O:24])[N:11]([CH3:23])[C:12]2[C:17]([C:18]=1[O:19][C:20](=[O:22])[CH3:21])=[CH:16][CH:15]=[CH:14][CH:13]=2)=[O:8])(=O)C.Cl, predict the reaction product. The product is: [C:25]1([NH:6][C:7]([C:9]2[C:10](=[O:24])[N:11]([CH3:23])[C:12]3[C:17]([C:18]=2[O:19][C:20](=[O:22])[CH3:21])=[CH:16][CH:15]=[CH:14][CH:13]=3)=[O:8])[CH:26]=[CH:27][CH:28]=[CH:29][CH:30]=1. (4) Given the reactants [NH2:1][C:2]1[CH:34]=[CH:33][C:5]([C:6]([NH:8][C@H:9]2[CH2:14][C@@H:13]([F:15])[CH2:12][C@@H:11]([NH:16][C:17]3[N:22]=[C:21]([C:23]4[C:31]5[C:26](=[CH:27][CH:28]=[CH:29][CH:30]=5)[NH:25][CH:24]=4)[C:20]([Cl:32])=[CH:19][N:18]=3)[CH2:10]2)=[O:7])=[CH:4][CH:3]=1.C[CH2:36][N:37]([CH:41]([CH3:43])C)[CH:38](C)C.BrC/C=[CH:47]/[C:48](Cl)=[O:49].C(Cl)Cl.CNC.C1COCC1, predict the reaction product. The product is: [Cl:32][C:20]1[C:21]([C:23]2[C:31]3[C:26](=[CH:27][CH:28]=[CH:29][CH:30]=3)[NH:25][CH:24]=2)=[N:22][C:17]([NH:16][C@@H:11]2[CH2:12][C@H:13]([F:15])[CH2:14][C@H:9]([NH:8][C:6](=[O:7])[C:5]3[CH:4]=[CH:3][C:2]([NH:1][C:48](=[O:49])/[CH:47]=[CH:43]/[CH2:41][N:37]([CH3:36])[CH3:38])=[CH:34][CH:33]=3)[CH2:10]2)=[N:18][CH:19]=1. (5) The product is: [NH2:35][C:32]1[CH:33]=[CH:34][C:7]2[O:6][C:5]([CH2:1][CH2:2][CH2:3][CH3:4])=[C:9]([C:10](=[O:30])[C:11]3[CH:16]=[CH:15][C:14]([O:17][CH2:18][CH2:19][CH2:20][N:21]([CH2:22][CH2:23][CH2:24][CH3:25])[CH2:26][CH2:27][CH2:28][CH3:29])=[CH:13][CH:12]=3)[C:8]=2[CH:31]=1. Given the reactants [CH2:1]([C:5]1[O:6][C:7]2[CH:34]=[CH:33][C:32]([N+:35]([O-])=O)=[CH:31][C:8]=2[C:9]=1[C:10](=[O:30])[C:11]1[CH:16]=[CH:15][C:14]([O:17][CH2:18][CH2:19][CH2:20][N:21]([CH2:26][CH2:27][CH2:28][CH3:29])[CH2:22][CH2:23][CH2:24][CH3:25])=[CH:13][CH:12]=1)[CH2:2][CH2:3][CH3:4].[H][H], predict the reaction product. (6) Given the reactants [CH3:1][N:2]([S:15]([C:18]1[S:19][CH:20]=[CH:21][CH:22]=1)(=[O:17])=[O:16])[C:3]1[CH:4]=[CH:5][CH:6]=[C:7]2[C:11]=1[NH:10][C:9]([C:12]([NH2:14])=O)=[CH:8]2.COC1C=CC(P2(SP(C3C=CC(OC)=CC=3)(=S)S2)=[S:32])=CC=1, predict the reaction product. The product is: [CH3:1][N:2]([S:15]([C:18]1[S:19][CH:20]=[CH:21][CH:22]=1)(=[O:17])=[O:16])[C:3]1[CH:4]=[CH:5][CH:6]=[C:7]2[C:11]=1[NH:10][C:9]([C:12](=[S:32])[NH2:14])=[CH:8]2.